Dataset: NCI-60 drug combinations with 297,098 pairs across 59 cell lines. Task: Regression. Given two drug SMILES strings and cell line genomic features, predict the synergy score measuring deviation from expected non-interaction effect. Drug 1: C1C(C(OC1N2C=C(C(=O)NC2=O)F)CO)O. Drug 2: CCC1=C2CN3C(=CC4=C(C3=O)COC(=O)C4(CC)O)C2=NC5=C1C=C(C=C5)O. Cell line: NCI-H322M. Synergy scores: CSS=0.904, Synergy_ZIP=-1.38, Synergy_Bliss=-4.92, Synergy_Loewe=-7.55, Synergy_HSA=-8.34.